This data is from TCR-epitope binding with 47,182 pairs between 192 epitopes and 23,139 TCRs. The task is: Binary Classification. Given a T-cell receptor sequence (or CDR3 region) and an epitope sequence, predict whether binding occurs between them. (1) The epitope is SSNVANYQK. The TCR CDR3 sequence is CASSLVCTDTQYF. Result: 0 (the TCR does not bind to the epitope). (2) The epitope is FTYASALWEI. The TCR CDR3 sequence is CAISDYERSRGEQFF. Result: 1 (the TCR binds to the epitope). (3) The epitope is FVDGVPFVV. The TCR CDR3 sequence is CASGKGLAGQETQYF. Result: 0 (the TCR does not bind to the epitope). (4) The epitope is TPRVTGGGAM. The TCR CDR3 sequence is CASSLLSLVMNTEAFF. Result: 0 (the TCR does not bind to the epitope). (5) The epitope is ELAGIGILTV. The TCR CDR3 sequence is CASSLPSSWNYGYTF. Result: 1 (the TCR binds to the epitope). (6) The TCR CDR3 sequence is CASSYSPPIPGQGIDEQYF. The epitope is YSEHPTFTSQY. Result: 1 (the TCR binds to the epitope). (7) The epitope is HTDFSSEIIGY. The TCR CDR3 sequence is CASSYSTEAYEQYF. Result: 0 (the TCR does not bind to the epitope).